Dataset: Reaction yield outcomes from USPTO patents with 853,638 reactions. Task: Predict the reaction yield, written as a fraction of the theoretical maximum amount of product (1.0 means a 100% yield; for example, 0.34 means a 34% yield). (1) The reactants are C([Sn](CCCC)(CCCC)[C:6]1[N:11]=[CH:10][C:9]2[CH:12]=[N:13][N:14]([C:15]3[N:20]=[C:19]([N:21]4[CH2:27][CH2:26][CH2:25][N:24]([C:28]([O:30][C:31]([CH3:34])([CH3:33])[CH3:32])=[O:29])[CH2:23][CH2:22]4)[CH:18]=[CH:17][CH:16]=3)[C:8]=2[CH:7]=1)CCC.Br[C:44]1[N:45]=[C:46]([CH3:51])[C:47]([NH2:50])=[N:48][CH:49]=1.C1(P(C2CCCCC2)C2CCCCC2)CCCCC1. The catalyst is CN(C)C(=O)C.C1C=CC(/C=C/C(/C=C/C2C=CC=CC=2)=O)=CC=1.C1C=CC(/C=C/C(/C=C/C2C=CC=CC=2)=O)=CC=1.C1C=CC(/C=C/C(/C=C/C2C=CC=CC=2)=O)=CC=1.[Pd].[Pd]. The product is [NH2:50][C:47]1[N:48]=[CH:49][C:44]([C:6]2[N:11]=[CH:10][C:9]3[CH:12]=[N:13][N:14]([C:15]4[N:20]=[C:19]([N:21]5[CH2:27][CH2:26][CH2:25][N:24]([C:28]([O:30][C:31]([CH3:33])([CH3:34])[CH3:32])=[O:29])[CH2:23][CH2:22]5)[CH:18]=[CH:17][CH:16]=4)[C:8]=3[CH:7]=2)=[N:45][C:46]=1[CH3:51]. The yield is 0.390. (2) The reactants are [CH:1](=O)[CH2:2][CH2:3][CH2:4][CH2:5][CH2:6][CH3:7].[C:9](O)(=O)[CH3:10].N[C:14]1[CH:15]=[C:16]([S:20][C:21]2[CH:26]=[CH:25][C:24]([CH2:27][C:28]([O:30][CH2:31][CH3:32])=[O:29])=[CH:23][CH:22]=2)[CH:17]=[CH:18][CH:19]=1.[C:33]([BH3-])#[N:34].[Na+]. The catalyst is CN(C=O)C. The product is [CH2:1]([N:34]([CH2:33][CH2:1][CH2:2][CH2:3][CH2:4][CH2:9][CH3:10])[C:14]1[CH:15]=[C:16]([S:20][C:21]2[CH:26]=[CH:25][C:24]([CH2:27][C:28]([O:30][CH2:31][CH3:32])=[O:29])=[CH:23][CH:22]=2)[CH:17]=[CH:18][CH:19]=1)[CH2:2][CH2:3][CH2:4][CH2:5][CH2:6][CH3:7]. The yield is 0.0700. (3) The reactants are [NH2:1][C:2]1[CH:10]=[C:9]([CH3:11])[CH:8]=[CH:7][C:3]=1[C:4]([NH2:6])=[O:5].[F:12][C:13]1[CH:18]=[CH:17][C:16]([CH:19]2[O:23]C(=O)O[C:20]2=O)=[CH:15][CH:14]=1.C[O-].[Na+].CO. The catalyst is C1COCC1. The product is [F:12][C:13]1[CH:18]=[CH:17][C:16]([CH:19]([OH:23])[C:20]2[N:6]=[C:4]([OH:5])[C:3]3[C:2](=[CH:10][C:9]([CH3:11])=[CH:8][CH:7]=3)[N:1]=2)=[CH:15][CH:14]=1. The yield is 0.910. (4) The reactants are C[O:2][C:3]([C:5]1[CH:6]=[C:7]([Cl:36])[CH:8]=[C:9]2[C:14]=1[NH:13][CH:12]([C:15]1[CH:20]=[CH:19][CH:18]=[C:17]([N:21]3[CH2:26][CH2:25][N:24]([C:27]4[CH:32]=[CH:31][C:30]([Cl:33])=[CH:29][CH:28]=4)[CH2:23][CH2:22]3)[CH:16]=1)[C:11]([CH3:35])([CH3:34])[CH2:10]2)=[O:4].O.[OH-].[Li+].O.Cl. The catalyst is CO.O1CCCC1. The product is [Cl:36][C:7]1[CH:8]=[C:9]2[C:14](=[C:5]([C:3]([OH:4])=[O:2])[CH:6]=1)[NH:13][CH:12]([C:15]1[CH:20]=[CH:19][CH:18]=[C:17]([N:21]3[CH2:22][CH2:23][N:24]([C:27]4[CH:28]=[CH:29][C:30]([Cl:33])=[CH:31][CH:32]=4)[CH2:25][CH2:26]3)[CH:16]=1)[C:11]([CH3:35])([CH3:34])[CH2:10]2. The yield is 0.800.